This data is from NCI-60 drug combinations with 297,098 pairs across 59 cell lines. The task is: Regression. Given two drug SMILES strings and cell line genomic features, predict the synergy score measuring deviation from expected non-interaction effect. (1) Drug 1: CS(=O)(=O)C1=CC(=C(C=C1)C(=O)NC2=CC(=C(C=C2)Cl)C3=CC=CC=N3)Cl. Drug 2: C1=NNC2=C1C(=O)NC=N2. Cell line: CCRF-CEM. Synergy scores: CSS=32.2, Synergy_ZIP=0.0660, Synergy_Bliss=1.98, Synergy_Loewe=-3.54, Synergy_HSA=1.54. (2) Drug 1: CCN(CC)CCNC(=O)C1=C(NC(=C1C)C=C2C3=C(C=CC(=C3)F)NC2=O)C. Drug 2: CC(C)(C#N)C1=CC(=CC(=C1)CN2C=NC=N2)C(C)(C)C#N. Cell line: SNB-75. Synergy scores: CSS=0.814, Synergy_ZIP=1.45, Synergy_Bliss=1.99, Synergy_Loewe=-0.366, Synergy_HSA=-0.376. (3) Drug 1: CCCS(=O)(=O)NC1=C(C(=C(C=C1)F)C(=O)C2=CNC3=C2C=C(C=N3)C4=CC=C(C=C4)Cl)F. Drug 2: C1=CC(=CC=C1CC(C(=O)O)N)N(CCCl)CCCl.Cl. Cell line: SN12C. Synergy scores: CSS=10.9, Synergy_ZIP=-4.01, Synergy_Bliss=8.11, Synergy_Loewe=-3.00, Synergy_HSA=5.74. (4) Drug 1: C1=C(C(=O)NC(=O)N1)F. Synergy scores: CSS=25.3, Synergy_ZIP=3.75, Synergy_Bliss=8.09, Synergy_Loewe=8.92, Synergy_HSA=9.40. Cell line: NCI-H226. Drug 2: CC1=CC=C(C=C1)C2=CC(=NN2C3=CC=C(C=C3)S(=O)(=O)N)C(F)(F)F.